From a dataset of Forward reaction prediction with 1.9M reactions from USPTO patents (1976-2016). Predict the product of the given reaction. (1) Given the reactants [CH3:1][C@H:2]1[O:7][C@@H:6]([CH3:8])[CH2:5][N:4]([C:9]2[C:16]([F:17])=[C:15]([F:18])[C:14]([C:19]#[CH:20])=[CH:13][C:10]=2[CH:11]=[O:12])[CH2:3]1.Br[C:22]1[N:27]=[CH:26][CH:25]=[CH:24][N:23]=1, predict the reaction product. The product is: [CH3:1][C@H:2]1[O:7][C@@H:6]([CH3:8])[CH2:5][N:4]([C:9]2[C:16]([F:17])=[C:15]([F:18])[C:14]([C:19]#[C:20][C:22]3[N:27]=[CH:26][CH:25]=[CH:24][N:23]=3)=[CH:13][C:10]=2[CH:11]=[O:12])[CH2:3]1. (2) Given the reactants [F:1][C:2]([F:14])([F:13])[CH2:3][CH2:4][C:5]#[C:6][C:7]1[CH:12]=[CH:11][CH:10]=[CH:9][CH:8]=1.[N+:15]([CH:18](C(OCC)=O)[C:19]([O:21][CH2:22]C)=[O:20])([O-])=[O:16].F[P-](F)(F)(F)(F)F.C([N+]1C=CN(C)C=1)CCC, predict the reaction product. The product is: [C:7]1([C:6]2[O:16][N:15]=[C:18]([C:19]([O:21][CH3:22])=[O:20])[C:5]=2[CH2:4][CH2:3][C:2]([F:13])([F:14])[F:1])[CH:12]=[CH:11][CH:10]=[CH:9][CH:8]=1. (3) Given the reactants [CH:1]([C:3]1[C:4]([C:27]([F:30])([F:29])[F:28])=[N:5][N:6]([CH2:8][C:9]([NH:11][C:12]2[S:16][C:15]3[CH2:17][CH2:18][CH2:19][CH2:20][C:14]=3[C:13]=2[C:21]([NH:23][CH2:24][CH2:25][OH:26])=[O:22])=[O:10])[CH:7]=1)=O.[F:31][C:32]([F:36])([F:35])[CH2:33][NH2:34].C(O[BH-](OC(=O)C)OC(=O)C)(=O)C.[Na+], predict the reaction product. The product is: [OH:26][CH2:25][CH2:24][NH:23][C:21]([C:13]1[C:14]2[CH2:20][CH2:19][CH2:18][CH2:17][C:15]=2[S:16][C:12]=1[NH:11][C:9](=[O:10])[CH2:8][N:6]1[CH:7]=[C:3]([CH2:1][NH:34][CH2:33][C:32]([F:36])([F:35])[F:31])[C:4]([C:27]([F:29])([F:30])[F:28])=[N:5]1)=[O:22].